This data is from Forward reaction prediction with 1.9M reactions from USPTO patents (1976-2016). The task is: Predict the product of the given reaction. (1) Given the reactants [CH2:1]([NH:3][C@@H:4]([CH3:9])[C:5]([O:7][CH3:8])=[O:6])[CH3:2].Cl[C:11]1[C:20]([N+:21]([O-:23])=[O:22])=[CH:19][C:14]([C:15]([O:17][CH3:18])=[O:16])=[CH:13][N:12]=1.[CH3:24]COC(C)=O, predict the reaction product. The product is: [CH2:8]([O:7][C:5](=[O:6])[C@@H:4]([N:3]([CH2:1][CH3:2])[C:11]1[C:20]([N+:21]([O-:23])=[O:22])=[CH:19][C:14]([C:15]([O:17][CH3:18])=[O:16])=[CH:13][N:12]=1)[CH3:9])[CH3:24]. (2) Given the reactants [O:1]=[C:2]1[C:7]([CH2:8][C:9]2[CH:14]=[CH:13][C:12]([C:15]3[C:16]([C:21]#[N:22])=[CH:17][CH:18]=[CH:19][CH:20]=3)=[CH:11][CH:10]=2)=[C:6]([CH2:23][CH2:24][CH3:25])[N:5]2[N:26]=[CH:27][CH:28]=[C:4]2[N:3]1[C@H:29]1[CH2:34][CH2:33][C@H:32]([O:35][CH2:36][C:37](=[O:39])[CH3:38])[CH2:31][CH2:30]1.[CH2:40]([Si:42](Cl)([CH2:45][CH3:46])[CH2:43][CH3:44])[CH3:41].[CH3:48][Si](C)(C)[N-][Si](C)(C)C.[Li+].C(OCC)(=O)C, predict the reaction product. The product is: [CH3:38][C:37]1([O:39][Si:42]([CH2:45][CH3:46])([CH2:43][CH3:44])[CH2:40][CH3:41])[CH2:48][CH:36]1[O:35][C@H:32]1[CH2:31][CH2:30][C@H:29]([N:3]2[C:2](=[O:1])[C:7]([CH2:8][C:9]3[CH:10]=[CH:11][C:12]([C:15]4[C:16]([C:21]#[N:22])=[CH:17][CH:18]=[CH:19][CH:20]=4)=[CH:13][CH:14]=3)=[C:6]([CH2:23][CH2:24][CH3:25])[N:5]3[N:26]=[CH:27][CH:28]=[C:4]23)[CH2:34][CH2:33]1. (3) Given the reactants [CH3:1][O:2][C:3]([C:5]1[C:6]2[C:7]([CH3:23])=[N:8][N:9]([C:14]3[CH:19]=[CH:18][C:17]([C:20]#[N:21])=[C:16](Br)[CH:15]=3)[C:10]=2[CH:11]=[CH:12][CH:13]=1)=[O:4].[NH2:24][C@H:25]1[CH2:30][CH2:29][C@H:28]([OH:31])[CH2:27][CH2:26]1.C(=O)([O-])[O-].[Cs+].[Cs+].C1(P(C2C=CC=CC=2)C2C3OC4C(=CC=CC=4P(C4C=CC=CC=4)C4C=CC=CC=4)C(C)(C)C=3C=CC=2)C=CC=CC=1, predict the reaction product. The product is: [CH3:1][O:2][C:3]([C:5]1[C:6]2[C:7]([CH3:23])=[N:8][N:9]([C:14]3[CH:19]=[CH:18][C:17]([C:20]#[N:21])=[C:16]([NH:24][C@H:25]4[CH2:30][CH2:29][C@H:28]([OH:31])[CH2:27][CH2:26]4)[CH:15]=3)[C:10]=2[CH:11]=[CH:12][CH:13]=1)=[O:4].